Task: Predict the reactants needed to synthesize the given product.. Dataset: Full USPTO retrosynthesis dataset with 1.9M reactions from patents (1976-2016) (1) Given the product [F:1][C:2]([F:20])([F:21])[O:3][C:4]1[CH:5]=[C:6]([CH:17]=[CH:18][CH:19]=1)[O:7][C:8]1[CH:9]=[C:10]([CH:11]=[CH:12][CH:13]=1)[NH2:14], predict the reactants needed to synthesize it. The reactants are: [F:1][C:2]([F:21])([F:20])[O:3][C:4]1[CH:5]=[C:6]([CH:17]=[CH:18][CH:19]=1)[O:7][C:8]1[CH:9]=[C:10]([N+:14]([O-])=O)[CH:11]=[CH:12][CH:13]=1. (2) Given the product [O:1]1[CH2:6][CH2:5][CH:4]([O:7][S:14]([C:11]2[CH:12]=[CH:13][C:8]([CH3:18])=[CH:9][CH:10]=2)(=[O:16])=[O:15])[CH2:3][CH2:2]1, predict the reactants needed to synthesize it. The reactants are: [O:1]1[CH2:6][CH2:5][CH:4]([OH:7])[CH2:3][CH2:2]1.[C:8]1([CH3:18])[CH:13]=[CH:12][C:11]([S:14](Cl)(=[O:16])=[O:15])=[CH:10][CH:9]=1. (3) Given the product [F:30][C:13]1[C:14]([NH:16][CH:17]([C:24]2([CH3:29])[CH2:28][CH2:27][CH2:26][CH2:25]2)[CH2:18][C:19]([O:21][CH2:22][CH3:23])=[O:20])=[N:15][C:10]([C:40]2[C:34]3[C:35](=[N:36][CH:37]=[C:32]([F:31])[CH:33]=3)[N:38]([C:50]([C:51]3[CH:52]=[CH:53][CH:54]=[CH:55][CH:56]=3)([C:57]3[CH:58]=[CH:59][CH:60]=[CH:61][CH:62]=3)[C:63]3[CH:68]=[CH:67][CH:66]=[CH:65][CH:64]=3)[N:39]=2)=[N:11][CH:12]=1, predict the reactants needed to synthesize it. The reactants are: [O-]P([O-])([O-])=O.[K+].[K+].[K+].Cl[C:10]1[N:15]=[C:14]([NH:16][CH:17]([C:24]2([CH3:29])[CH2:28][CH2:27][CH2:26][CH2:25]2)[CH2:18][C:19]([O:21][CH2:22][CH3:23])=[O:20])[C:13]([F:30])=[CH:12][N:11]=1.[F:31][C:32]1[CH:33]=[C:34]2[C:40](B3OC(C)(C)C(C)(C)O3)=[N:39][N:38]([C:50]([C:63]3[CH:68]=[CH:67][CH:66]=[CH:65][CH:64]=3)([C:57]3[CH:62]=[CH:61][CH:60]=[CH:59][CH:58]=3)[C:51]3[CH:56]=[CH:55][CH:54]=[CH:53][CH:52]=3)[C:35]2=[N:36][CH:37]=1.CC(C1C=C(C(C)C)C(C2C=CC=CC=2P(C2CCCCC2)C2CCCCC2)=C(C(C)C)C=1)C. (4) Given the product [OH:8][C:9]1[CH:10]=[C:11]([C:15]2[CH:20]=[CH:19][C:18]([CH2:21][NH:22][C:23](=[O:29])[O:24][C:25]([CH3:27])([CH3:26])[CH3:28])=[CH:17][CH:16]=2)[CH:12]=[CH:13][CH:14]=1, predict the reactants needed to synthesize it. The reactants are: C([O:8][C:9]1[CH:10]=[C:11]([C:15]2[CH:20]=[CH:19][C:18]([CH2:21][NH:22][C:23](=[O:29])[O:24][C:25]([CH3:28])([CH3:27])[CH3:26])=[CH:17][CH:16]=2)[CH:12]=[CH:13][CH:14]=1)C1C=CC=CC=1. (5) The reactants are: [Br:1][C:2]1[C:3]([NH:22][S:23]([C:26]2[CH:31]=[CH:30][CH:29]=[CH:28][CH:27]=2)(=[O:25])=[O:24])=[CH:4][C:5]2[O:9][C:8]([C:10]3[CH:15]=[CH:14][C:13]([F:16])=[CH:12][CH:11]=3)=[C:7]([C:17]([O:19][CH3:20])=[O:18])[C:6]=2[CH:21]=1.[C:32]([O-])([O-])=O.[K+].[K+].CI. Given the product [Br:1][C:2]1[C:3]([N:22]([CH3:32])[S:23]([C:26]2[CH:27]=[CH:28][CH:29]=[CH:30][CH:31]=2)(=[O:24])=[O:25])=[CH:4][C:5]2[O:9][C:8]([C:10]3[CH:15]=[CH:14][C:13]([F:16])=[CH:12][CH:11]=3)=[C:7]([C:17]([O:19][CH3:20])=[O:18])[C:6]=2[CH:21]=1, predict the reactants needed to synthesize it.